From a dataset of Forward reaction prediction with 1.9M reactions from USPTO patents (1976-2016). Predict the product of the given reaction. (1) The product is: [NH2:24][C:21]1[CH:22]=[CH:23][C:18]([C:16]([NH:15][C@H:11]2[CH2:12][CH2:13][CH2:14][C@@H:9]([NH:8][C:5]3[N:4]=[C:3]([C:32]4[CH:33]=[N:34][CH:35]=[CH:36][CH:37]=4)[C:2]([Cl:1])=[CH:7][N:6]=3)[CH2:10]2)=[O:17])=[CH:19][CH:20]=1. Given the reactants [Cl:1][C:2]1[C:3]([C:32]2[CH:33]=[N:34][CH:35]=[CH:36][CH:37]=2)=[N:4][C:5]([NH:8][C@@H:9]2[CH2:14][CH2:13][CH2:12][C@H:11]([NH:15][C:16]([C:18]3[CH:23]=[CH:22][C:21]([NH:24]C(=O)OC(C)(C)C)=[CH:20][CH:19]=3)=[O:17])[CH2:10]2)=[N:6][CH:7]=1.Cl.O1CCOCC1, predict the reaction product. (2) Given the reactants [C:1]([O:5][C:6]([N:8]1[CH2:13][CH2:12][CH:11]([CH2:14][CH2:15][CH2:16][O:17][C:18]2[CH:23]=[CH:22][C:21]([C:24]([OH:26])=O)=[C:20]([F:27])[CH:19]=2)[CH2:10][CH2:9]1)=[O:7])([CH3:4])([CH3:3])[CH3:2].[CH:28]([N:31](C(C)C)CC)(C)[CH3:29].CN(C(ON1N=NC2C=CC=NC1=2)=[N+](C)C)C.F[P-](F)(F)(F)(F)F.C(N)C, predict the reaction product. The product is: [C:1]([O:5][C:6]([N:8]1[CH2:9][CH2:10][CH:11]([CH2:14][CH2:15][CH2:16][O:17][C:18]2[CH:23]=[CH:22][C:21]([C:24](=[O:26])[NH:31][CH2:28][CH3:29])=[C:20]([F:27])[CH:19]=2)[CH2:12][CH2:13]1)=[O:7])([CH3:3])([CH3:2])[CH3:4].